From a dataset of Reaction yield outcomes from USPTO patents with 853,638 reactions. Predict the reaction yield, written as a fraction of the theoretical maximum amount of product (1.0 means a 100% yield; for example, 0.34 means a 34% yield). (1) The reactants are [OH:1][C:2]1([C:9]2[CH:18]=[CH:17][C:12]([C:13]([NH:15][CH3:16])=[O:14])=[CH:11][N:10]=2)[CH2:7][CH2:6][C:5](=O)[CH2:4][CH2:3]1.[NH2:19][C@H:20]1[CH2:24][CH2:23][N:22]([C:25](=[O:40])[CH2:26][NH:27][C:28](=[O:39])[C:29]2[CH:34]=[CH:33][CH:32]=[C:31]([C:35]([F:38])([F:37])[F:36])[CH:30]=2)[CH2:21]1.C(O[BH-](OC(=O)C)OC(=O)C)(=O)C.[Na+]. The catalyst is C(Cl)Cl. The product is [OH:1][C:2]1([C:9]2[CH:18]=[CH:17][C:12]([C:13]([NH:15][CH3:16])=[O:14])=[CH:11][N:10]=2)[CH2:7][CH2:6][CH:5]([NH:19][C@H:20]2[CH2:24][CH2:23][N:22]([C:25](=[O:40])[CH2:26][NH:27][C:28](=[O:39])[C:29]3[CH:34]=[CH:33][CH:32]=[C:31]([C:35]([F:37])([F:38])[F:36])[CH:30]=3)[CH2:21]2)[CH2:4][CH2:3]1. The yield is 0.230. (2) The reactants are C(O[C:6]([N:8]1[CH2:13][CH2:12][N:11]([C:14]([O:16][C:17]([CH3:20])([CH3:19])[CH3:18])=[O:15])[CH2:10][CH:9]1[C:21]([OH:23])=O)=[O:7])(C)(C)C.B.C1COCC1.[H-].[Na+]. The catalyst is C1COCC1. The product is [O:7]=[C:6]1[N:8]2[CH2:13][CH2:12][N:11]([C:14]([O:16][C:17]([CH3:18])([CH3:19])[CH3:20])=[O:15])[CH2:10][CH:9]2[CH2:21][O:23]1. The yield is 0.590. (3) The reactants are [O:1]=[C:2]1[C:10](=[C:11]2[C:19]3[C:14](=[CH:15][CH:16]=[CH:17][CH:18]=3)[CH:13]([CH2:20][CH2:21]OS(C)(=O)=O)[O:12]2)[C:9]2[C:4](=[CH:5][CH:6]=[CH:7][CH:8]=2)[NH:3]1.[CH2:27]([NH:29][CH2:30][CH3:31])[CH3:28].O1CCOCC1. The catalyst is C1COCC1. The product is [CH2:27]([N:29]([CH2:30][CH3:31])[CH2:21][CH2:20][CH:13]1[C:14]2[C:19](=[CH:18][CH:17]=[CH:16][CH:15]=2)[C:11](=[C:10]2[C:9]3[C:4](=[CH:5][CH:6]=[CH:7][CH:8]=3)[NH:3][C:2]2=[O:1])[O:12]1)[CH3:28]. The yield is 0.710. (4) The reactants are [NH2:1][C:2]1[CH:7]=[C:6]([Cl:8])[C:5]([OH:9])=[C:4]([Cl:10])[CH:3]=1.Cl[C:12]1[S:13][C:14]2[CH:20]=[C:19]([Cl:21])[CH:18]=[CH:17][C:15]=2[N:16]=1.C([O-])([O-])=O.[K+].[K+].Cl. The catalyst is CS(C)=O.O. The product is [Cl:8][C:6]1[CH:7]=[C:2]([NH2:1])[CH:3]=[C:4]([Cl:10])[C:5]=1[O:9][C:12]1[S:13][C:14]2[CH:20]=[C:19]([Cl:21])[CH:18]=[CH:17][C:15]=2[N:16]=1. The yield is 0.490. (5) The product is [Si:22]([O:1][CH:2]([CH2:8][CH2:9][C:10]1[CH:15]=[CH:14][C:13]([O:16][CH3:17])=[C:12]([O:18][CH3:19])[C:11]=1[O:20][CH3:21])[CH2:3][C:4]([O:6][CH3:7])=[O:5])([C:35]([CH3:38])([CH3:37])[CH3:36])([C:29]1[CH:30]=[CH:31][CH:32]=[CH:33][CH:34]=1)[C:23]1[CH:28]=[CH:27][CH:26]=[CH:25][CH:24]=1. The reactants are [OH:1][CH:2]([CH2:8][CH2:9][C:10]1[CH:15]=[CH:14][C:13]([O:16][CH3:17])=[C:12]([O:18][CH3:19])[C:11]=1[O:20][CH3:21])[CH2:3][C:4]([O:6][CH3:7])=[O:5].[Si:22](Cl)([C:35]([CH3:38])([CH3:37])[CH3:36])([C:29]1[CH:34]=[CH:33][CH:32]=[CH:31][CH:30]=1)[C:23]1[CH:28]=[CH:27][CH:26]=[CH:25][CH:24]=1.N1C=CN=C1. The catalyst is CN(C=O)C. The yield is 0.860. (6) The reactants are [NH2:1][C:2]1[N:3]=[C:4]([N:17]2[CH2:22][CH2:21][N:20]([C:23]([NH:25][C:26]3[CH:31]=[CH:30][C:29]([CH3:32])=[CH:28][CH:27]=3)=[O:24])[CH2:19][CH2:18]2)[C:5]2[N:10]=[C:9]([C:11]3[CH:12]=[N:13][CH:14]=[CH:15][CH:16]=3)[S:8][C:6]=2[N:7]=1.[H-].[Na+].[CH3:35]I. The catalyst is CN(C=O)C. The product is [NH2:1][C:2]1[N:3]=[C:4]([N:17]2[CH2:22][CH2:21][N:20]([C:23]([N:25]([CH3:35])[C:26]3[CH:27]=[CH:28][C:29]([CH3:32])=[CH:30][CH:31]=3)=[O:24])[CH2:19][CH2:18]2)[C:5]2[N:10]=[C:9]([C:11]3[CH:12]=[N:13][CH:14]=[CH:15][CH:16]=3)[S:8][C:6]=2[N:7]=1. The yield is 0.430. (7) The reactants are [N+:1]([C:4]1[N:5]=[CH:6][C:7]([NH:10][S:11]([CH3:14])(=[O:13])=[O:12])=[N:8][CH:9]=1)([O-])=O.[Cl-].[NH4+]. The catalyst is CO.O.[Zn]. The product is [NH2:1][C:4]1[N:5]=[CH:6][C:7]([NH:10][S:11]([CH3:14])(=[O:13])=[O:12])=[N:8][CH:9]=1. The yield is 1.00.